The task is: Predict the reactants needed to synthesize the given product.. This data is from Full USPTO retrosynthesis dataset with 1.9M reactions from patents (1976-2016). (1) The reactants are: [O-:1][N+:2]1[C:7]2[CH:8]=[C:9]3[C:13](=[CH:14][C:6]=2[N:5]=C(NCCCO)N=1)[CH2:12][CH2:11][CH2:10]3.[OH:20]O.C(O[C:29]([C:31](F)(F)F)=[O:30])(C(F)(F)F)=O.N. Given the product [N+:2]([C:7]1[CH:8]=[C:9]2[C:13]([CH2:12][CH2:11][CH2:10]2)=[CH:14][C:6]=1[NH:5][C:29](=[O:30])[CH3:31])([O-:1])=[O:20], predict the reactants needed to synthesize it. (2) Given the product [CH2:1]([O:8][C:9]1[CH:10]=[CH:13][C:14]([CH:27]=[C:22]([O:21][CH3:20])[C:23]([O:25][CH3:26])=[O:24])=[CH:15][CH:16]=1)[C:2]1[CH:3]=[CH:4][CH:5]=[CH:6][CH:7]=1, predict the reactants needed to synthesize it. The reactants are: [CH2:1]([O:8][C:9]1[CH:16]=[CH:15][CH:14]=[CH:13][C:10]=1C=O)[C:2]1[CH:7]=[CH:6][CH:5]=[CH:4][CH:3]=1.C[O-].[Na+].[CH3:20][O:21][C:22](=[CH2:27])[C:23]([O:25][CH3:26])=[O:24]. (3) Given the product [CH3:1][O:2][C:3]1[CH:8]=[C:7]([CH:6]=[C:5]([S:12]([CH2:15][CH2:16][CH2:17][N:18]2[CH2:19][CH2:20][O:21][CH2:22][CH2:23]2)(=[O:14])=[O:13])[CH:4]=1)[NH2:9], predict the reactants needed to synthesize it. The reactants are: [CH3:1][O:2][C:3]1[CH:4]=[C:5]([S:12]([CH2:15][CH2:16][CH2:17][N:18]2[CH2:23][CH2:22][O:21][CH2:20][CH2:19]2)(=[O:14])=[O:13])[CH:6]=[C:7]([N+:9]([O-])=O)[CH:8]=1.O.[Cl-].[NH4+]. (4) Given the product [CH3:14][O:13][C:11]1[CH:12]=[C:4]2[C:5](=[C:9]([O:15][CH3:16])[CH:10]=1)[C:6]([OH:7])=[N:2][C:1]([NH:17][C:18]1[CH:22]=[C:21]([CH3:23])[NH:20][N:19]=1)=[CH:3]2, predict the reactants needed to synthesize it. The reactants are: [C:1]([CH2:3][C:4]1[CH:12]=[C:11]([O:13][CH3:14])[CH:10]=[C:9]([O:15][CH3:16])[C:5]=1[C:6](O)=[O:7])#[N:2].[NH2:17][C:18]1[CH:22]=[C:21]([CH3:23])[NH:20][N:19]=1. (5) Given the product [Cl:12][C:9]1[CH:10]=[CH:11][C:4]2[S:3][C:2]([CH:13]=[CH2:14])=[C:6]([CH3:7])[C:5]=2[CH:8]=1, predict the reactants needed to synthesize it. The reactants are: Br[C:2]1[S:3][C:4]2[CH:11]=[CH:10][C:9]([Cl:12])=[CH:8][C:5]=2[C:6]=1[CH3:7].[CH:13]([Sn](CCCC)(CCCC)CCCC)=[CH2:14].O1C=CC=C1P(C1OC=CC=1)C1OC=CC=1.